Dataset: Catalyst prediction with 721,799 reactions and 888 catalyst types from USPTO. Task: Predict which catalyst facilitates the given reaction. (1) Product: [N:1]1[C:10]2[C:5](=[CH:6][C:7]([C:11]#[N:13])=[CH:8][CH:9]=2)[CH:4]=[CH:3][CH:2]=1. Reactant: [N:1]1[C:10]2[C:5](=[CH:6][C:7]([C:11]([NH2:13])=O)=[CH:8][CH:9]=2)[CH:4]=[CH:3][CH:2]=1.C(N(CC)CC)C.FC(F)(F)C(OC(=O)C(F)(F)F)=O.C(=O)(O)[O-].[Na+]. The catalyst class is: 22. (2) Reactant: [NH2:1][CH2:2][CH2:3][O:4][CH2:5][CH2:6][O:7][C:8]1[CH:9]=[CH:10][C:11]2[C:12]3[N:13]([CH2:29][CH2:30][N:31]=3)[C:14]([NH:20][C:21](=[O:28])[C:22]3[CH:27]=[CH:26][CH:25]=[N:24][CH:23]=3)=[N:15][C:16]=2[C:17]=1[O:18][CH3:19].C(N(CC)C(C)C)(C)C.[CH3:41][S:42](Cl)(=[O:44])=[O:43]. Product: [CH3:19][O:18][C:17]1[C:16]2[N:15]=[C:14]([NH:20][C:21](=[O:28])[C:22]3[CH:27]=[CH:26][CH:25]=[N:24][CH:23]=3)[N:13]3[CH2:29][CH2:30][N:31]=[C:12]3[C:11]=2[CH:10]=[CH:9][C:8]=1[O:7][CH2:6][CH2:5][O:4][CH2:3][CH2:2][NH:1][S:42]([CH3:41])(=[O:44])=[O:43]. The catalyst class is: 9.